This data is from NCI-60 drug combinations with 297,098 pairs across 59 cell lines. The task is: Regression. Given two drug SMILES strings and cell line genomic features, predict the synergy score measuring deviation from expected non-interaction effect. (1) Drug 1: CCC1=CC2CC(C3=C(CN(C2)C1)C4=CC=CC=C4N3)(C5=C(C=C6C(=C5)C78CCN9C7C(C=CC9)(C(C(C8N6C)(C(=O)OC)O)OC(=O)C)CC)OC)C(=O)OC.C(C(C(=O)O)O)(C(=O)O)O. Drug 2: CC(C)CN1C=NC2=C1C3=CC=CC=C3N=C2N. Synergy scores: CSS=26.4, Synergy_ZIP=0.130, Synergy_Bliss=0.939, Synergy_Loewe=-21.6, Synergy_HSA=-0.920. Cell line: SF-539. (2) Cell line: EKVX. Synergy scores: CSS=0.0775, Synergy_ZIP=-2.37, Synergy_Bliss=-5.63, Synergy_Loewe=-6.48, Synergy_HSA=-6.56. Drug 1: CC12CCC(CC1=CCC3C2CCC4(C3CC=C4C5=CN=CC=C5)C)O. Drug 2: C1=NNC2=C1C(=O)NC=N2. (3) Drug 1: CC12CCC3C(C1CCC2=O)CC(=C)C4=CC(=O)C=CC34C. Drug 2: CC1CCC2CC(C(=CC=CC=CC(CC(C(=O)C(C(C(=CC(C(=O)CC(OC(=O)C3CCCCN3C(=O)C(=O)C1(O2)O)C(C)CC4CCC(C(C4)OC)O)C)C)O)OC)C)C)C)OC. Cell line: NCI-H522. Synergy scores: CSS=35.0, Synergy_ZIP=-4.09, Synergy_Bliss=-4.93, Synergy_Loewe=-4.45, Synergy_HSA=-2.91. (4) Drug 1: CN1CCC(CC1)COC2=C(C=C3C(=C2)N=CN=C3NC4=C(C=C(C=C4)Br)F)OC. Drug 2: CN(C(=O)NC(C=O)C(C(C(CO)O)O)O)N=O. Cell line: U251. Synergy scores: CSS=9.52, Synergy_ZIP=1.04, Synergy_Bliss=0.283, Synergy_Loewe=-10.2, Synergy_HSA=-0.153.